Dataset: Full USPTO retrosynthesis dataset with 1.9M reactions from patents (1976-2016). Task: Predict the reactants needed to synthesize the given product. (1) Given the product [Cl:1][C:2]1[C:3]2[N:4]([C:10]([C@H:12]3[C@H:19]4[C@H:15]([O:16][C:17]([CH3:20])([CH3:21])[O:18]4)[C:14]([CH2:22][O:23][C:24]([C:25]4[CH:30]=[CH:29][CH:28]=[CH:27][CH:26]=4)([C:31]4[CH:36]=[CH:35][CH:34]=[CH:33][CH:32]=4)[C:37]4[CH:42]=[CH:41][CH:40]=[CH:39][CH:38]=4)=[CH:13]3)=[CH:9][N:8]=2)[CH:5]=[CH:6][N:7]=1, predict the reactants needed to synthesize it. The reactants are: [Cl:1][C:2]1[C:3]([NH:8][CH2:9][C:10]([C@H:12]2[C@H:19]3[C@H:15]([O:16][C:17]([CH3:21])([CH3:20])[O:18]3)[C:14]([CH2:22][O:23][C:24]([C:37]3[CH:42]=[CH:41][CH:40]=[CH:39][CH:38]=3)([C:31]3[CH:36]=[CH:35][CH:34]=[CH:33][CH:32]=3)[C:25]3[CH:30]=[CH:29][CH:28]=[CH:27][CH:26]=3)=[CH:13]2)=O)=[N:4][CH:5]=[CH:6][N:7]=1.N1C=CC=CC=1.C(O)(C(F)(F)F)=O.C(OC(C(F)(F)F)=O)(C(F)(F)F)=O. (2) Given the product [F:57][C:58]([F:68])([F:67])[C:81]([OH:82])=[O:22].[CH:1]1([C:4]2[NH:24][C:7]3[N:8]=[N:9][C:10]([CH2:12][CH2:13][CH2:14][CH2:15][N:16]4[CH:20]=[C:19]([C:21]([NH:66][CH2:65][C:62]5[CH:63]=[N:64][C:59]([C:58]([F:68])([F:57])[F:67])=[CH:60][CH:61]=5)=[O:22])[N:18]=[N:17]4)=[CH:11][C:6]=3[C:5]=2[C:25]2[CH:30]=[CH:29][C:28]([F:31])=[CH:27][C:26]=2[F:32])[CH2:3][CH2:2]1, predict the reactants needed to synthesize it. The reactants are: [CH:1]1([C:4]2[NH:24][C:7]3[N:8]=[N:9][C:10]([CH2:12][CH2:13][CH2:14][CH2:15][N:16]4[CH:20]=[C:19]([C:21](O)=[O:22])[N:18]=[N:17]4)=[CH:11][C:6]=3[C:5]=2[C:25]2[CH:30]=[CH:29][C:28]([F:31])=[CH:27][C:26]=2[F:32])[CH2:3][CH2:2]1.CN(C(ON1N=NC2C=CC=NC1=2)=[N+](C)C)C.F[P-](F)(F)(F)(F)F.[F:57][C:58]([F:68])([F:67])[C:59]1[N:64]=[CH:63][C:62]([CH2:65][NH2:66])=[CH:61][CH:60]=1.CCN(C(C)C)C(C)C.CN([CH:81]=[O:82])C. (3) Given the product [NH2:11][C:10]1[CH:9]=[C:8]([CH3:12])[C:3]([C:1]#[N:2])=[C:4]([SH:5])[N:6]=1, predict the reactants needed to synthesize it. The reactants are: [C:1]([CH2:3][C:4]([NH2:6])=[S:5])#[N:2].N/[C:8](/[CH3:12])=[CH:9]\[C:10]#[N:11]. (4) Given the product [CH3:1][O:2][C:3]1[CH:8]=[CH:7][N:6]=[C:5]([CH2:9][S:10]([C:11]2[NH:26][C:14]3=[N:15][C:16]([O:20][CH2:21][C:22]([F:23])([F:24])[F:25])=[C:17]([CH3:19])[CH:18]=[C:13]3[N:12]=2)=[O:36])[C:4]=1[CH3:27], predict the reactants needed to synthesize it. The reactants are: [CH3:1][O:2][C:3]1[CH:8]=[CH:7][N:6]=[C:5]([CH2:9][S:10][C:11]2[NH:26][C:14]3=[N:15][C:16]([O:20][CH2:21][C:22]([F:25])([F:24])[F:23])=[C:17]([CH3:19])[CH:18]=[C:13]3[N:12]=2)[C:4]=1[CH3:27].ClC1C=CC=C(C(OO)=[O:36])C=1.C(=O)(O)[O-].[Na+]. (5) Given the product [CH3:8][C:7]([CH3:12])([C:9](=[O:10])[CH3:11])[C:5]([O:4][CH2:3][CH3:2])=[O:6], predict the reactants needed to synthesize it. The reactants are: [Na].[CH3:2][CH2:3][O:4][C:5]([CH:7]([C:9]([CH3:11])=[O:10])[CH3:8])=[O:6].[CH3:12]I. (6) Given the product [CH3:2][O:3][CH:4]=[CH:46][C:42]1[CH:41]=[C:40]2[C:45](=[CH:44][CH:43]=1)[NH:37][C:38]([C:48]1[C:49](=[O:58])[NH:50][C:51]3[C:56]([CH:57]=1)=[CH:55][CH:54]=[CH:53][CH:52]=3)=[CH:39]2, predict the reactants needed to synthesize it. The reactants are: [Cl-].[CH3:2][O:3][CH2:4][P+](C1C=CC=CC=1)(C1C=CC=CC=1)C1C=CC=CC=1.CC(C)([O-])C.[K+].C(OC([N:37]1[C:45]2[C:40](=[CH:41][C:42]([CH:46]=O)=[CH:43][CH:44]=2)[CH:39]=[C:38]1[C:48]1[C:49](=[O:58])[NH:50][C:51]2[C:56]([CH:57]=1)=[CH:55][CH:54]=[CH:53][CH:52]=2)=O)(C)(C)C. (7) Given the product [CH3:1][O:2][C:3]1[CH:4]=[C:5]([CH2:9][C:10]([NH:25][C:26]2[S:27][C:28]([N+:31]([O-:33])=[O:32])=[CH:29][N:30]=2)=[O:12])[CH:6]=[CH:7][CH:8]=1, predict the reactants needed to synthesize it. The reactants are: [CH3:1][O:2][C:3]1[CH:4]=[C:5]([CH2:9][C:10]([OH:12])=O)[CH:6]=[CH:7][CH:8]=1.C(N1C=CN=C1)(N1C=CN=C1)=O.[NH2:25][C:26]1[S:27][C:28]([N+:31]([O-:33])=[O:32])=[CH:29][N:30]=1. (8) Given the product [Cl:11][C:9]1[CH:10]=[C:2]([Cl:1])[C:3]([C:4]([NH2:20])=[O:5])=[C:7]([N+:13]([O-:15])=[O:14])[C:8]=1[OH:12], predict the reactants needed to synthesize it. The reactants are: [Cl:1][C:2]1[CH:10]=[C:9]([Cl:11])[C:8]([OH:12])=[C:7]([N+:13]([O-:15])=[O:14])[C:3]=1[C:4](O)=[O:5].S(Cl)(Cl)=O.[NH4+:20].[OH-]. (9) Given the product [Cl:1][C:2]1[CH:7]=[C:6]([Cl:8])[CH:5]=[CH:4][C:3]=1[CH2:9][NH:10][C:11](=[O:19])[CH2:12][C:13]1[N:17]([CH3:18])[N:16]=[CH:15][C:14]=1[I:20], predict the reactants needed to synthesize it. The reactants are: [Cl:1][C:2]1[CH:7]=[C:6]([Cl:8])[CH:5]=[CH:4][C:3]=1[CH2:9][NH:10][C:11](=[O:19])[CH2:12][C:13]1[N:17]([CH3:18])[N:16]=[CH:15][CH:14]=1.[I:20]N1C(=O)CCC1=O. (10) Given the product [N+:27]([C:24]1[CH:23]=[N:22][C:21]([NH:1][CH2:2][CH2:3][C@H:4]2[CH2:6][C@@H:5]2[CH:7]2[CH2:12][CH2:11][N:10]([C:13]([O:15][C:16]([CH3:19])([CH3:18])[CH3:17])=[O:14])[CH2:9][CH2:8]2)=[N:26][CH:25]=1)([O-:29])=[O:28], predict the reactants needed to synthesize it. The reactants are: [NH2:1][CH2:2][CH2:3][C@H:4]1[CH2:6][C@@H:5]1[CH:7]1[CH2:12][CH2:11][N:10]([C:13]([O:15][C:16]([CH3:19])([CH3:18])[CH3:17])=[O:14])[CH2:9][CH2:8]1.Cl[C:21]1[N:26]=[CH:25][C:24]([N+:27]([O-:29])=[O:28])=[CH:23][N:22]=1.C(=O)([O-])[O-].[K+].[K+].